From a dataset of Full USPTO retrosynthesis dataset with 1.9M reactions from patents (1976-2016). Predict the reactants needed to synthesize the given product. (1) Given the product [F:13][C:14]1[C:15]([I:39])=[C:16]2[C:26]3[C:21](=[CH:22][N:23]=[C:24]([O:27][CH3:28])[CH:25]=3)[N:20]([S:29]([C:32]3[CH:37]=[CH:36][C:35]([CH3:38])=[CH:34][CH:33]=3)(=[O:31])=[O:30])[C:17]2=[N:18][CH:19]=1, predict the reactants needed to synthesize it. The reactants are: C(NC(C)C)(C)C.C([Li])CCC.[F:13][C:14]1[CH:15]=[C:16]2[C:26]3[C:21](=[CH:22][N:23]=[C:24]([O:27][CH3:28])[CH:25]=3)[N:20]([S:29]([C:32]3[CH:37]=[CH:36][C:35]([CH3:38])=[CH:34][CH:33]=3)(=[O:31])=[O:30])[C:17]2=[N:18][CH:19]=1.[I:39]I.[Cl-].[NH4+]. (2) Given the product [Si:1]([O:8][C@@H:9]1[CH2:14][CH2:13][CH2:12][N:11]([C:15]2[CH:20]=[CH:19][C:18]([C:21]([F:22])([F:24])[F:23])=[CH:17][C:16]=2[NH2:25])[CH2:10]1)([C:4]([CH3:7])([CH3:6])[CH3:5])([CH3:3])[CH3:2], predict the reactants needed to synthesize it. The reactants are: [Si:1]([O:8][C@@H:9]1[CH2:14][CH2:13][CH2:12][N:11]([C:15]2[CH:20]=[CH:19][C:18]([C:21]([F:24])([F:23])[F:22])=[CH:17][C:16]=2[N+:25]([O-])=O)[CH2:10]1)([C:4]([CH3:7])([CH3:6])[CH3:5])([CH3:3])[CH3:2].[H][H]. (3) Given the product [CH:1]1([N:13]([CH3:11])[C:27]([C:25]2[CH:24]=[CH:23][C:22]3=[N:18][O:19][N:20]=[C:21]3[CH:26]=2)=[O:28])[CH2:7][CH2:6][CH2:5][CH2:4][CH2:3][CH2:2]1, predict the reactants needed to synthesize it. The reactants are: [C:1]1(=O)[CH2:7][CH2:6][CH2:5][CH2:4][CH2:3][CH2:2]1.CN.[CH2:11]([N:13](CC)CC)C.[N:18]1[O:19][N:20]=[C:21]2[CH:26]=[C:25]([C:27](Cl)=[O:28])[CH:24]=[CH:23][C:22]=12. (4) The reactants are: [CH3:1][C:2]1[CH:7]=[CH:6][C:5]([NH:8][C:9](=[NH:19])[CH2:10][C:11](=[O:18])[C:12]2[CH:17]=[CH:16][CH:15]=[CH:14][CH:13]=2)=[CH:4][CH:3]=1.[C:20](OC)(=[O:23])[C:21]#[CH:22]. Given the product [NH2:19][C:9]1[N:8]([C:5]2[CH:6]=[CH:7][C:2]([CH3:1])=[CH:3][CH:4]=2)[C:20](=[O:23])[CH:21]=[CH:22][C:10]=1[C:11](=[O:18])[C:12]1[CH:13]=[CH:14][CH:15]=[CH:16][CH:17]=1, predict the reactants needed to synthesize it.